The task is: Predict the reaction yield, written as a fraction of the theoretical maximum amount of product (1.0 means a 100% yield; for example, 0.34 means a 34% yield).. This data is from Reaction yield outcomes from USPTO patents with 853,638 reactions. (1) The reactants are [CH2:1]([N:8]1[C:12]2[C:13](=[O:30])[N:14]([CH3:29])[C:15]([C:25]([O:27][CH3:28])=[O:26])=[C:16](OS(C(F)(F)F)(=O)=O)[C:11]=2[CH:10]=[CH:9]1)[C:2]1[CH:7]=[CH:6][CH:5]=[CH:4][CH:3]=1.[Cl:31][C:32]1[CH:37]=[CH:36][C:35](B(O)O)=[CH:34][CH:33]=1.C([O-])([O-])=O.[Na+].[Na+]. The product is [CH2:1]([N:8]1[C:12]2[C:13](=[O:30])[N:14]([CH3:29])[C:15]([C:25]([O:27][CH3:28])=[O:26])=[C:16]([C:35]3[CH:36]=[CH:37][C:32]([Cl:31])=[CH:33][CH:34]=3)[C:11]=2[CH:10]=[CH:9]1)[C:2]1[CH:7]=[CH:6][CH:5]=[CH:4][CH:3]=1. The yield is 0.930. The catalyst is O1CCOCC1.O.C1C=CC([P]([Pd]([P](C2C=CC=CC=2)(C2C=CC=CC=2)C2C=CC=CC=2)([P](C2C=CC=CC=2)(C2C=CC=CC=2)C2C=CC=CC=2)[P](C2C=CC=CC=2)(C2C=CC=CC=2)C2C=CC=CC=2)(C2C=CC=CC=2)C2C=CC=CC=2)=CC=1. (2) The reactants are [C:1]([C:3]1[CH:12]=[C:11]2[C:6]([CH:7]=[CH:8][C:9]([NH:13]C(=O)C)=[N:10]2)=[N:5][CH:4]=1)#[N:2].C([O-])([O-])=[O:18].[K+].[K+]. The catalyst is CO. The product is [NH2:13][C:9]1[N:10]=[C:11]2[C:6](=[CH:7][CH:8]=1)[N:5]=[CH:4][C:3]([C:1]([NH2:2])=[O:18])=[CH:12]2. The yield is 0.560. (3) The reactants are Cl.[F:2][C:3]1[CH:8]=[CH:7][C:6]([NH:9][NH2:10])=[CH:5][CH:4]=1.C(N(CC)CC)C.FC(F)(F)C(O)=O.[F:25][C:26]([F:44])([F:43])[C:27](O)=[CH:28][C:29]([C:31]1[CH:41]=[CH:40][C:34]2[O:35][CH2:36][C:37](=[O:39])[NH:38][C:33]=2[CH:32]=1)=O. The catalyst is C(O)(C)C. The product is [F:2][C:3]1[CH:8]=[CH:7][C:6]([N:9]2[C:29]([C:31]3[CH:41]=[CH:40][C:34]4[O:35][CH2:36][C:37](=[O:39])[NH:38][C:33]=4[CH:32]=3)=[CH:28][C:27]([C:26]([F:44])([F:43])[F:25])=[N:10]2)=[CH:5][CH:4]=1. The yield is 0.670. (4) The reactants are [P:1]([O:9][CH2:10][CH3:11])([O:6][CH2:7][CH3:8])([O:3]CC)=O.[CH2:12]([O:19][C:20]1[C:29]([CH2:30]Br)=[C:28]2[C:23]([CH:24]=[CH:25][C:26]([O:32][CH3:33])=[N:27]2)=[N:22][CH:21]=1)[C:13]1[CH:18]=[CH:17][CH:16]=[CH:15][CH:14]=1.C(OCC)(=O)C. The catalyst is C1(C)C=CC=CC=1. The product is [CH2:10]([O:9][P:1]([CH2:30][C:29]1[C:28]2[C:23](=[CH:24][CH:25]=[C:26]([O:32][CH3:33])[N:27]=2)[N:22]=[CH:21][C:20]=1[O:19][CH2:12][C:13]1[CH:18]=[CH:17][CH:16]=[CH:15][CH:14]=1)(=[O:3])[O:6][CH2:7][CH3:8])[CH3:11]. The yield is 0.790. (5) The reactants are C([O:3][C:4](=[O:42])[CH2:5][N:6]([S:33]([N:36]1[CH2:41][CH2:40][CH2:39][CH2:38][CH2:37]1)(=[O:35])=[O:34])[CH2:7][C:8]1[CH:13]=[CH:12][CH:11]=[C:10]([O:14][CH2:15][CH2:16][C:17]2[N:18]=[C:19]([C:23]3[CH:28]=[CH:27][C:26]([C:29]([F:32])([F:31])[F:30])=[CH:25][CH:24]=3)[O:20][C:21]=2[CH3:22])[CH:9]=1)C.O.[OH-].[Li+]. No catalyst specified. The product is [N:36]1([S:33]([N:6]([CH2:5][C:4]([OH:42])=[O:3])[CH2:7][C:8]2[CH:13]=[CH:12][CH:11]=[C:10]([O:14][CH2:15][CH2:16][C:17]3[N:18]=[C:19]([C:23]4[CH:24]=[CH:25][C:26]([C:29]([F:32])([F:30])[F:31])=[CH:27][CH:28]=4)[O:20][C:21]=3[CH3:22])[CH:9]=2)(=[O:34])=[O:35])[CH2:41][CH2:40][CH2:39][CH2:38][CH2:37]1. The yield is 0.990. (6) The reactants are C(O[C:4]([C:6]1[C:14]2[CH2:13][CH2:12][N:11]([C:15]3[CH:20]=[CH:19][C:18]([N:21]4[CH2:26][CH2:25][CH2:24][CH2:23][C:22]4=[O:27])=[CH:17][CH:16]=3)[C:10](=[O:28])[C:9]=2[N:8]([C:29]2[CH:34]=[CH:33][C:32]([O:35][CH3:36])=[CH:31][CH:30]=2)[N:7]=1)=O)C.[Li+].[BH4-].C(Cl)Cl.P(Br)(Br)Br. The catalyst is C1COCC1.CC(O)=O.[Zn]. The product is [CH3:36][O:35][C:32]1[CH:31]=[CH:30][C:29]([N:8]2[C:9]3[C:10](=[O:28])[N:11]([C:15]4[CH:20]=[CH:19][C:18]([N:21]5[CH2:26][CH2:25][CH2:24][CH2:23][C:22]5=[O:27])=[CH:17][CH:16]=4)[CH2:12][CH2:13][C:14]=3[C:6]([CH3:4])=[N:7]2)=[CH:34][CH:33]=1. The yield is 0.580.